Dataset: Catalyst prediction with 721,799 reactions and 888 catalyst types from USPTO. Task: Predict which catalyst facilitates the given reaction. (1) Reactant: [C:1](O)(=O)C(O)=O.[CH3:7][O:8][C:9]1[CH:10]=[C:11]([CH2:17][C@:18]2([CH2:32][CH2:33][C:34]([O:36][C:37]([CH3:40])([CH3:39])[CH3:38])=[O:35])[C:27]3[C:22](=[CH:23][C:24]([O:30][CH3:31])=[C:25]([O:28][CH3:29])[CH:26]=3)[CH2:21][CH2:20][NH:19]2)[CH:12]=[CH:13][C:14]=1[O:15][CH3:16].C(=O)(O)[O-].[Na+].ClCCl.[I:49]C. Product: [I-:49].[CH3:7][O:8][C:9]1[CH:10]=[C:11]([CH2:17][C@:18]2([CH2:32][CH2:33][C:34]([O:36][C:37]([CH3:40])([CH3:39])[CH3:38])=[O:35])[C:27]3[C:22](=[CH:23][C:24]([O:30][CH3:31])=[C:25]([O:28][CH3:29])[CH:26]=3)[CH2:21][CH2:20][NH+:19]2[CH3:1])[CH:12]=[CH:13][C:14]=1[O:15][CH3:16]. The catalyst class is: 581. (2) Reactant: Br[C:2]1[CH:7]=[CH:6][N:5]2[C:8]([C:11]([NH:13][C:14]3[CH:15]=[C:16]([CH:21]=[CH:22][C:23]=3[F:24])[C:17]([O:19]C)=[O:18])=[O:12])=[CH:9][N:10]=[C:4]2[CH:3]=1.[CH3:25][N:26]1[CH:30]=[C:29](B(O)O)[CH:28]=[N:27]1.C(Cl)Cl.C(=O)([O-])[O-].[Cs+].[Cs+].C(=O)([O-])[O-].[Na+].[Na+]. Product: [F:24][C:23]1[CH:22]=[CH:21][C:16]([C:17]([OH:19])=[O:18])=[CH:15][C:14]=1[NH:13][C:11]([C:8]1[N:5]2[CH:6]=[CH:7][C:2]([C:29]3[CH:28]=[N:27][N:26]([CH3:25])[CH:30]=3)=[CH:3][C:4]2=[N:10][CH:9]=1)=[O:12]. The catalyst class is: 622.